The task is: Regression. Given a peptide amino acid sequence and an MHC pseudo amino acid sequence, predict their binding affinity value. This is MHC class II binding data.. This data is from Peptide-MHC class II binding affinity with 134,281 pairs from IEDB. (1) The peptide sequence is DVDIIVDARLDLSST. The MHC is DRB4_0101 with pseudo-sequence DRB4_0103. The binding affinity (normalized) is 0.925. (2) The peptide sequence is ALLKNYGLLYCFRKD. The MHC is DRB1_0401 with pseudo-sequence DRB1_0401. The binding affinity (normalized) is 0.436. (3) The peptide sequence is RRMWASAQNISGAGW. The MHC is HLA-DPA10103-DPB10401 with pseudo-sequence HLA-DPA10103-DPB10401. The binding affinity (normalized) is 0.0501. (4) The binding affinity (normalized) is 0.0880. The MHC is HLA-DQA10401-DQB10402 with pseudo-sequence HLA-DQA10401-DQB10402. The peptide sequence is PIYIVTPTNASHIQS. (5) The peptide sequence is EKKYFQATQFEPLAA. The MHC is HLA-DPA10201-DPB10501 with pseudo-sequence HLA-DPA10201-DPB10501. The binding affinity (normalized) is 0.837. (6) The peptide sequence is AAATAYTTVYGAFAA. The MHC is HLA-DPA10103-DPB10401 with pseudo-sequence HLA-DPA10103-DPB10401. The binding affinity (normalized) is 0.401. (7) The peptide sequence is WQSGSGGVWREMHHL. The MHC is DRB1_0405 with pseudo-sequence DRB1_0405. The binding affinity (normalized) is 0.125. (8) The peptide sequence is CKRTYSDRGWGNGCG. The MHC is HLA-DQA10201-DQB10402 with pseudo-sequence HLA-DQA10201-DQB10402. The binding affinity (normalized) is 0.201.